Dataset: Reaction yield outcomes from USPTO patents with 853,638 reactions. Task: Predict the reaction yield, written as a fraction of the theoretical maximum amount of product (1.0 means a 100% yield; for example, 0.34 means a 34% yield). (1) The reactants are [F:1][C:2]1[CH:3]=[C:4]([C:10]2[CH:11]=[C:12]([CH2:27]OS(C)(=O)=O)[C:13](=[O:26])[N:14]([CH2:16][CH2:17][CH2:18][C:19]3[CH:24]=[CH:23][C:22]([F:25])=[CH:21][CH:20]=3)[N:15]=2)[CH:5]=[CH:6][C:7]=1[O:8][CH3:9].[CH3:33][NH:34][CH3:35]. No catalyst specified. The product is [CH3:33][N:34]([CH2:27][C:12]1[C:13](=[O:26])[N:14]([CH2:16][CH2:17][CH2:18][C:19]2[CH:24]=[CH:23][C:22]([F:25])=[CH:21][CH:20]=2)[N:15]=[C:10]([C:4]2[CH:5]=[CH:6][C:7]([O:8][CH3:9])=[C:2]([F:1])[CH:3]=2)[CH:11]=1)[CH3:35]. The yield is 0.618. (2) The catalyst is O1CCCC1. The yield is 0.920. The product is [F:19][C:17]1[CH:18]=[C:13]2[CH:12]=[C:11]([C:20]([C:25]3[CH:26]=[CH:27][C:28]([S:31]([CH3:34])(=[O:32])=[O:33])=[CH:29][CH:30]=3)=[CH:21][CH:22]([CH3:24])[CH3:23])[NH:10][C:14]2=[N:15][CH:16]=1. The reactants are C1(S([N:10]2[C:14]3=[N:15][CH:16]=[C:17]([F:19])[CH:18]=[C:13]3[CH:12]=[C:11]2[C:20]([C:25]2[CH:30]=[CH:29][C:28]([S:31]([CH3:34])(=[O:33])=[O:32])=[CH:27][CH:26]=2)=[CH:21][CH:22]([CH3:24])[CH3:23])(=O)=O)C=CC=CC=1.[F-].C([N+](CCCC)(CCCC)CCCC)CCC. (3) The reactants are [H-].[Na+].[CH:3]1([CH2:6][OH:7])[CH2:5][CH2:4]1.[Br:8][C:9]1[C:10]([Cl:18])=[N:11][CH:12]=[C:13]([N+:15]([O-:17])=[O:16])[CH:14]=1.O. The catalyst is CN(C=O)C. The product is [Br:8][C:9]1[C:10]([O:7][CH2:6][CH:3]2[CH2:5][CH2:4]2)=[N:11][CH:12]=[C:13]([N+:15]([O-:17])=[O:16])[CH:14]=1.[Br:8][C:9]1[C:10]([Cl:18])=[N:11][CH:12]=[C:13]([N+:15]([O-:17])=[O:16])[CH:14]=1. The yield is 0.320. (4) The reactants are [CH3:1][C:2]1(O)[CH:9]2[CH2:10][CH:5]3[CH2:6][CH:7]([CH2:11][CH:3]1[CH2:4]3)[CH2:8]2.[C:13](Cl)(=[O:16])[CH:14]=[CH2:15].C([O:20]CC)C. No catalyst specified. The product is [C:13]([O:16][C:3]12[CH2:11][CH:7]3[CH2:6][CH:5]([CH2:10][CH:9]([CH2:8]3)[CH:2]1[CH3:1])[CH2:4]2)(=[O:20])[CH:14]=[CH2:15]. The yield is 0.550.